Dataset: Forward reaction prediction with 1.9M reactions from USPTO patents (1976-2016). Task: Predict the product of the given reaction. (1) Given the reactants Cl[C:2]1[CH:7]=[CH:6][C:5]([Cl:8])=[CH:4][N:3]=1.ClCCl.[CH3:12][N:13](C=O)C, predict the reaction product. The product is: [Cl:8][C:5]1[CH:6]=[CH:7][C:2]([C:12]#[N:13])=[N:3][CH:4]=1. (2) Given the reactants [Cl:1][C:2]1[CH:3]=[C:4]([CH:8]=[CH:9][C:10]=1[C:11](=[O:26])[NH:12][C:13]1[CH:18]=[CH:17][C:16]([Cl:19])=[C:15]([C:20]2[CH:25]=[CH:24][CH:23]=[CH:22][N:21]=2)[CH:14]=1)[C:5](O)=[O:6].[CH3:27][NH:28][CH2:29][C:30]1[CH:35]=[CH:34][CH:33]=[CH:32][CH:31]=1, predict the reaction product. The product is: [CH2:29]([N:28]([CH3:27])[C:5](=[O:6])[C:4]1[CH:8]=[CH:9][C:10]([C:11]([NH:12][C:13]2[CH:18]=[CH:17][C:16]([Cl:19])=[C:15]([C:20]3[CH:25]=[CH:24][CH:23]=[CH:22][N:21]=3)[CH:14]=2)=[O:26])=[C:2]([Cl:1])[CH:3]=1)[C:30]1[CH:35]=[CH:34][CH:33]=[CH:32][CH:31]=1. (3) Given the reactants F[C:2]1[CH:28]=[CH:27][C:5]([CH2:6][N:7]2[C:15]3[C:10](=[CH:11][CH:12]=[CH:13][CH:14]=3)[CH:9]=[C:8]2[C:16]([N:18]2[CH2:23][CH2:22][CH:21]([C:24]([OH:26])=O)[CH2:20][CH2:19]2)=[O:17])=[CH:4][CH:3]=1.C(N=C=NCCCN(C)C)C.ON1C2C=CC=CC=2N=N1.C(N(CC)C(C)C)(C)C.[C:59]1([C@H:65]([NH2:67])[CH3:66])[CH:64]=[CH:63][CH:62]=[CH:61][CH:60]=1.C(Cl)[Cl:69], predict the reaction product. The product is: [Cl:69][C:2]1[CH:3]=[CH:4][C:5]([CH2:6][N:7]2[C:15]3[C:10](=[CH:11][CH:12]=[CH:13][CH:14]=3)[CH:9]=[C:8]2[C:16]([N:18]2[CH2:23][CH2:22][CH:21]([C:24]([NH:67][C@@H:65]([C:59]3[CH:64]=[CH:63][CH:62]=[CH:61][CH:60]=3)[CH3:66])=[O:26])[CH2:20][CH2:19]2)=[O:17])=[CH:27][CH:28]=1. (4) Given the reactants Br[C:2]1[CH:3]=[N:4][C:5]([C:8]2[CH:9]=[C:10]([CH:27]=[CH:28][CH:29]=2)[CH2:11][N:12]2[C:17](=[O:18])[CH:16]=[CH:15][C:14]([C:19]3[CH:20]=[C:21]([CH:24]=[CH:25][CH:26]=3)[C:22]#[N:23])=[N:13]2)=[N:6][CH:7]=1.CN(C=O)C.[B:35]1([B:35]2[O:39][C:38]([CH3:41])([CH3:40])[C:37]([CH3:43])([CH3:42])[O:36]2)[O:39][C:38]([CH3:41])([CH3:40])[C:37]([CH3:43])([CH3:42])[O:36]1.C([O-])(=O)C.[K+], predict the reaction product. The product is: [O:18]=[C:17]1[N:12]([CH2:11][C:10]2[CH:27]=[CH:28][CH:29]=[C:8]([C:5]3[N:4]=[CH:3][C:2]([B:35]4[O:39][C:38]([CH3:41])([CH3:40])[C:37]([CH3:43])([CH3:42])[O:36]4)=[CH:7][N:6]=3)[CH:9]=2)[N:13]=[C:14]([C:19]2[CH:20]=[C:21]([CH:24]=[CH:25][CH:26]=2)[C:22]#[N:23])[CH:15]=[CH:16]1. (5) Given the reactants [ClH:1].[N:2]1([CH:11]([C:17]2[CH:22]=[CH:21][CH:20]=[CH:19][CH:18]=2)[CH:12]([OH:16])[CH2:13][NH:14][CH3:15])[C:10]2[C:5](=[CH:6][CH:7]=[CH:8][CH:9]=2)[CH:4]=[CH:3]1, predict the reaction product. The product is: [ClH:1].[N:2]1([C@@H:11]([C:17]2[CH:22]=[CH:21][CH:20]=[CH:19][CH:18]=2)[C@H:12]([OH:16])[CH2:13][NH:14][CH3:15])[C:10]2[C:5](=[CH:6][CH:7]=[CH:8][CH:9]=2)[CH:4]=[CH:3]1. (6) Given the reactants Br[C:2]1[N:7]2[N:8]=[C:9]([NH:11][C:12]([CH:14]3[CH2:16][CH2:15]3)=[O:13])[N:10]=[C:6]2[CH:5]=[CH:4][CH:3]=1.[F:17][C:18]1[CH:23]=[C:22]([O:24][CH3:25])[CH:21]=[CH:20][C:19]=1B(O)O.C(Cl)Cl.CCO, predict the reaction product. The product is: [F:17][C:18]1[CH:23]=[C:22]([O:24][CH3:25])[CH:21]=[CH:20][C:19]=1[C:2]1[N:7]2[N:8]=[C:9]([NH:11][C:12]([CH:14]3[CH2:16][CH2:15]3)=[O:13])[N:10]=[C:6]2[CH:5]=[CH:4][CH:3]=1. (7) Given the reactants C[O:2][C:3](=[O:28])[C:4]1[CH:9]=[CH:8][C:7]([N:10]2[CH2:14][C:13]([C:19]3[CH:24]=[C:23]([Cl:25])[CH:22]=[C:21]([Cl:26])[CH:20]=3)([C:15]([F:18])([F:17])[F:16])N=N2)=[CH:6][C:5]=1[CH3:27].[OH-].[K+], predict the reaction product. The product is: [Cl:25][C:23]1[CH:24]=[C:19]([C:13]2([C:15]([F:18])([F:17])[F:16])[CH2:14][N:10]2[C:7]2[CH:8]=[CH:9][C:4]([C:3]([OH:2])=[O:28])=[C:5]([CH3:27])[CH:6]=2)[CH:20]=[C:21]([Cl:26])[CH:22]=1. (8) Given the reactants [Si:1]([O:8][CH2:9][C:10]1[CH:15]=[C:14]([CH3:16])[NH:13][C:12](=[O:17])[C:11]=1[C:18]#[N:19])([C:4]([CH3:7])([CH3:6])[CH3:5])([CH3:3])[CH3:2].[CH2:20](Cl)[C:21]1[CH:26]=[CH:25][CH:24]=[CH:23][CH:22]=1, predict the reaction product. The product is: [CH2:20]([O:17][C:12]1[C:11]([C:18]#[N:19])=[C:10]([CH2:9][O:8][Si:1]([C:4]([CH3:7])([CH3:6])[CH3:5])([CH3:3])[CH3:2])[CH:15]=[C:14]([CH3:16])[N:13]=1)[C:21]1[CH:26]=[CH:25][CH:24]=[CH:23][CH:22]=1. (9) Given the reactants [H-].C([Al+]CC(C)C)C(C)C.CCCCCCC.[Br:18][C:19]1[CH:28]=[C:27]2[C:22]([C:23](=[O:29])[CH:24]=[CH:25][O:26]2)=[CH:21][CH:20]=1, predict the reaction product. The product is: [Br:18][C:19]1[CH:28]=[C:27]2[C:22]([C:23](=[O:29])[CH2:24][CH2:25][O:26]2)=[CH:21][CH:20]=1.